This data is from Catalyst prediction with 721,799 reactions and 888 catalyst types from USPTO. The task is: Predict which catalyst facilitates the given reaction. (1) Reactant: [NH:1]1[CH:5]=[N:4][CH:3]=[N:2]1.C(=O)([O-])[O-].[Cs+].[Cs+].Cl[C:13]1[N:18]=[C:17]([C:19]2[N:23]3[CH:24]=[C:25]([F:28])[CH:26]=[CH:27][C:22]3=[N:21][CH:20]=2)[N:16]=[C:15]([NH:29][C@@H:30]2[CH2:35][CH2:34][CH2:33][N:32]([C:36]([O:38][C:39]([CH3:42])([CH3:41])[CH3:40])=[O:37])[CH2:31]2)[CH:14]=1. Product: [F:28][C:25]1[CH:26]=[CH:27][C:22]2[N:23]([C:19]([C:17]3[N:16]=[C:15]([NH:29][C@@H:30]4[CH2:35][CH2:34][CH2:33][N:32]([C:36]([O:38][C:39]([CH3:42])([CH3:41])[CH3:40])=[O:37])[CH2:31]4)[CH:14]=[C:13]([N:1]4[CH:5]=[N:4][CH:3]=[N:2]4)[N:18]=3)=[CH:20][N:21]=2)[CH:24]=1. The catalyst class is: 3. (2) Reactant: C(=O)([O-])[O-].[K+].[K+].I[CH:8]([CH3:10])[CH3:9].[N:11]1([C:17]2[C:22](=[O:23])[NH:21][CH:20]=[C:19]3[CH2:24][N:25]([CH2:28][CH2:29][C:30]4[CH:39]=[CH:38][C:37]5[C:32](=[CH:33][CH:34]=[CH:35][CH:36]=5)[N:31]=4)[C:26](=[O:27])[C:18]=23)[CH2:16][CH2:15][O:14][CH2:13][CH2:12]1. Product: [CH:8]([N:21]1[C:22](=[O:23])[C:17]([N:11]2[CH2:12][CH2:13][O:14][CH2:15][CH2:16]2)=[C:18]2[C:26](=[O:27])[N:25]([CH2:28][CH2:29][C:30]3[CH:39]=[CH:38][C:37]4[C:32](=[CH:33][CH:34]=[CH:35][CH:36]=4)[N:31]=3)[CH2:24][C:19]2=[CH:20]1)([CH3:10])[CH3:9]. The catalyst class is: 10. (3) Reactant: Cl[C:2]1[CH:7]=[N:6][CH:5]=[C:4]([Cl:8])[N:3]=1.[Cl:9][C:10]1[CH:11]=[C:12]([OH:16])[CH:13]=[CH:14][CH:15]=1.CCOC(C)=O. Product: [Cl:8][C:4]1[CH:5]=[N:6][CH:7]=[C:2]([O:16][C:12]2[CH:13]=[CH:14][CH:15]=[C:10]([Cl:9])[CH:11]=2)[N:3]=1. The catalyst class is: 244. (4) Reactant: Cl[C:2]1[CH:7]=[C:6]([Cl:8])[N:5]=[C:4]([O:9][CH3:10])[N:3]=1.[Cl:11][C:12]1[CH:17]=[C:16]([Cl:18])[CH:15]=[CH:14][C:13]=1[CH2:19][CH2:20][NH2:21].C([O-])([O-])=O.[Na+].[Na+].O. Product: [Cl:8][C:6]1[N:5]=[C:4]([O:9][CH3:10])[N:3]=[C:2]([NH:21][CH2:20][CH2:19][C:13]2[CH:14]=[CH:15][C:16]([Cl:18])=[CH:17][C:12]=2[Cl:11])[CH:7]=1. The catalyst class is: 14. (5) Reactant: C[Si](C)(C)N[Si](C)(C)C.[K].[CH3:11][O:12][C:13]1[CH:31]=[CH:30][C:16]([C:17]([C:19]2[C:28](=[O:29])[C:27]3[C:22](=[CH:23][CH:24]=[CH:25][CH:26]=3)[NH:21][CH:20]=2)=[O:18])=[CH:15][C:14]=1[CH3:32].Br[CH2:34][C:35]1[N:40]=[C:39]([NH:41][C:42](=[O:47])[C:43]([F:46])([F:45])[F:44])[CH:38]=[CH:37][CH:36]=1.O. Product: [F:46][C:43]([F:44])([F:45])[C:42]([NH:41][C:39]1[CH:38]=[CH:37][CH:36]=[C:35]([CH2:34][N:21]2[C:22]3[C:27](=[CH:26][CH:25]=[CH:24][CH:23]=3)[C:28](=[O:29])[C:19]([C:17](=[O:18])[C:16]3[CH:30]=[CH:31][C:13]([O:12][CH3:11])=[C:14]([CH3:32])[CH:15]=3)=[CH:20]2)[N:40]=1)=[O:47]. The catalyst class is: 54. (6) Reactant: [NH2:1]/[C:2](/[CH3:8])=[CH:3]\[C:4]([O:6][CH3:7])=[O:5].C([O:11][C:12]([N:14]=[C:15]=[O:16])=O)C. Product: [OH:11][C:12]1[N:14]=[C:15]([OH:16])[C:3]([C:4]([O:6][CH3:7])=[O:5])=[C:2]([CH3:8])[N:1]=1. The catalyst class is: 27. (7) Reactant: C[Si](C)(C)[C:3]#[C:4][C:5]1[S:6][C:7]([CH2:10][CH2:11][CH2:12][CH2:13][CH2:14][CH2:15][CH2:16][CH3:17])=[CH:8][CH:9]=1.C(=O)([O-])[O-].[K+].[K+].C1COCC1. Product: [C:4]([C:5]1[S:6][C:7]([CH2:10][CH2:11][CH2:12][CH2:13][CH2:14][CH2:15][CH2:16][CH3:17])=[CH:8][CH:9]=1)#[CH:3]. The catalyst class is: 72. (8) Reactant: F[C:2]1[CH:9]=[CH:8][CH:7]=[CH:6][C:3]=1[CH:4]=[O:5].[CH3:10][C:11]1[CH:12]=[N:13][NH:14][CH:15]=1.C(=O)([O-])[O-].[K+].[K+]. The catalyst class is: 16. Product: [CH3:10][C:11]1[CH:12]=[N:13][N:14]([C:2]2[CH:9]=[CH:8][CH:7]=[CH:6][C:3]=2[CH:4]=[O:5])[CH:15]=1. (9) Reactant: C([O:3][C:4]([C:6]1[S:7][C:8]([O:19][C:20]2[C:21]([CH3:26])=[N:22][CH:23]=[CH:24][CH:25]=2)=[C:9]2[C:17]3[N:16]([CH3:18])[N:15]=[CH:14][C:13]=3[CH2:12][CH2:11][C:10]=12)=[O:5])C.[OH-].[Na+].Cl. Product: [CH3:18][N:16]1[C:17]2[C:9]3=[C:8]([O:19][C:20]4[C:21]([CH3:26])=[N:22][CH:23]=[CH:24][CH:25]=4)[S:7][C:6]([C:4]([OH:5])=[O:3])=[C:10]3[CH2:11][CH2:12][C:13]=2[CH:14]=[N:15]1. The catalyst class is: 353. (10) The catalyst class is: 3. Reactant: [OH:1][C:2]1[C:11]2[C:6](=[CH:7][C:8]([O:12][C:13]3[C:22]4[C:17](=[CH:18][CH:19]=[CH:20][CH:21]=4)[CH:16]=[CH:15][CH:14]=3)=[CH:9][CH:10]=2)[C:5](I)=[N:4][C:3]=1[C:24]([O:26][CH3:27])=[O:25].[C:28]([Cu])#[N:29].C(Cl)Cl. Product: [C:28]([C:5]1[C:6]2[C:11](=[CH:10][CH:9]=[C:8]([O:12][C:13]3[C:22]4[C:17](=[CH:18][CH:19]=[CH:20][CH:21]=4)[CH:16]=[CH:15][CH:14]=3)[CH:7]=2)[C:2]([OH:1])=[C:3]([C:24]([O:26][CH3:27])=[O:25])[N:4]=1)#[N:29].